This data is from Reaction yield outcomes from USPTO patents with 853,638 reactions. The task is: Predict the reaction yield, written as a fraction of the theoretical maximum amount of product (1.0 means a 100% yield; for example, 0.34 means a 34% yield). (1) The reactants are [CH2:1]([O:8][CH2:9][CH2:10][CH2:11][CH2:12][CH2:13][CH2:14][CH2:15][CH2:16][CH2:17][CH2:18][CH2:19][CH2:20][Br:21])[C:2]1[CH:7]=[CH:6][CH:5]=[CH:4][CH:3]=1.[CH:22]1[CH:27]=[CH:26][C:25]([P:28]([C:35]2[CH:40]=[CH:39][CH:38]=[CH:37][CH:36]=2)[C:29]2[CH:34]=[CH:33][CH:32]=[CH:31][CH:30]=2)=[CH:24][CH:23]=1. No catalyst specified. The product is [Br-:21].[CH2:1]([O:8][CH2:9][CH2:10][CH2:11][CH2:12][CH2:13][CH2:14][CH2:15][CH2:16][CH2:17][CH2:18][CH2:19][CH2:20][P+:28]([C:29]1[CH:30]=[CH:31][CH:32]=[CH:33][CH:34]=1)([C:35]1[CH:40]=[CH:39][CH:38]=[CH:37][CH:36]=1)[C:25]1[CH:24]=[CH:23][CH:22]=[CH:27][CH:26]=1)[C:2]1[CH:7]=[CH:6][CH:5]=[CH:4][CH:3]=1. The yield is 0.910. (2) The reactants are [CH2:1]([O:3][P:4]([CH:9]([P:24]([O:29][CH2:30][CH3:31])([O:26][CH2:27][CH3:28])=[O:25])[CH2:10][CH2:11][CH2:12][O:13][C:14]1[CH:19]=[CH:18][C:17]([C:20](=[O:23])[CH:21]=[CH2:22])=[CH:16][CH:15]=1)([O:6][CH2:7][CH3:8])=[O:5])[CH3:2].[CH3:32][CH:33]1[NH:38][CH2:37][CH2:36][N:35]([C:39]2[C:44]([O:45][CH3:46])=[C:43]3[N:47]([CH:55]4[CH2:57][CH2:56]4)[CH:48]=[C:49]([C:52]([OH:54])=[O:53])[C:50](=[O:51])[C:42]3=[CH:41][C:40]=2[F:58])[CH2:34]1.C(N(CC)CC)C. The product is [CH:55]1([N:47]2[C:43]3[C:42](=[CH:41][C:40]([F:58])=[C:39]([N:35]4[CH2:36][CH2:37][N:38]([CH2:22][CH2:21][C:20]([C:17]5[CH:16]=[CH:15][C:14]([O:13][CH2:12][CH2:11][CH2:10][CH:9]([P:4]([O:6][CH2:7][CH3:8])([O:3][CH2:1][CH3:2])=[O:5])[P:24]([O:29][CH2:30][CH3:31])([O:26][CH2:27][CH3:28])=[O:25])=[CH:19][CH:18]=5)=[O:23])[CH:33]([CH3:32])[CH2:34]4)[C:44]=3[O:45][CH3:46])[C:50](=[O:51])[C:49]([C:52]([OH:54])=[O:53])=[CH:48]2)[CH2:57][CH2:56]1. The catalyst is C(Cl)Cl. The yield is 0.630. (3) The reactants are Br[C:2]1[CH:7]=[C:6]([CH:8]([F:10])[F:9])[CH:5]=[CH:4][C:3]=1[F:11].[B:12]1([B:12]2[O:16][C:15]([CH3:18])([CH3:17])[C:14]([CH3:20])([CH3:19])[O:13]2)[O:16][C:15]([CH3:18])([CH3:17])[C:14]([CH3:20])([CH3:19])[O:13]1.C([O-])(=O)C.[K+]. The catalyst is O1CCOCC1.C1C=CC(P(C2C=CC=CC=2)[C-]2C=CC=C2)=CC=1.C1C=CC(P(C2C=CC=CC=2)[C-]2C=CC=C2)=CC=1.Cl[Pd]Cl.[Fe+2]. The product is [F:9][CH:8]([F:10])[C:6]1[CH:5]=[CH:4][C:3]([F:11])=[C:2]([B:12]2[O:16][C:15]([CH3:18])([CH3:17])[C:14]([CH3:20])([CH3:19])[O:13]2)[CH:7]=1. The yield is 0.650. (4) The reactants are [F:1][C:2]1[CH:3]=[C:4]2[N:14]([S:15]([C:18]3[CH:24]=[CH:23][C:21]([CH3:22])=[CH:20][CH:19]=3)(=[O:17])=[O:16])[CH:13]=[CH:12][C:5]2=[N:6][C:7]=1[C:8](=[N:10]O)[CH3:9].[NH4+].[Cl-]. The catalyst is CO.CC(O)=O.[Zn]. The product is [F:1][C:2]1[CH:3]=[C:4]2[N:14]([S:15]([C:18]3[CH:24]=[CH:23][C:21]([CH3:22])=[CH:20][CH:19]=3)(=[O:17])=[O:16])[CH:13]=[CH:12][C:5]2=[N:6][C:7]=1[CH:8]([NH2:10])[CH3:9]. The yield is 0.977. (5) The reactants are Cl[C:2]1[N:7]=[N:6][C:5]([N:8]2[CH2:13][CH2:12][N:11]([C:14]([C:16]3[CH:21]=[CH:20][CH:19]=[CH:18][C:17]=3[C:22]([F:25])([F:24])[F:23])=[O:15])[CH2:10][CH2:9]2)=[CH:4][CH:3]=1.[C:26]1([CH2:32][CH2:33][SH:34])[CH:31]=[CH:30][CH:29]=[CH:28][CH:27]=1.[OH-].[Na+]. The product is [CH2:33]([S:34][C:2]1[N:7]=[N:6][C:5]([N:8]2[CH2:13][CH2:12][N:11]([C:14]([C:16]3[CH:21]=[CH:20][CH:19]=[CH:18][C:17]=3[C:22]([F:25])([F:24])[F:23])=[O:15])[CH2:10][CH2:9]2)=[CH:4][CH:3]=1)[CH2:32][C:26]1[CH:31]=[CH:30][CH:29]=[CH:28][CH:27]=1. The catalyst is O1CCOCC1.O. The yield is 0.437.